This data is from Full USPTO retrosynthesis dataset with 1.9M reactions from patents (1976-2016). The task is: Predict the reactants needed to synthesize the given product. (1) Given the product [Cl:21][C:22]1[CH:29]=[CH:28][C:25]([N:26]([CH3:27])[S:18]([C:2]2[C:3]([O:12][CH3:13])=[C:4]([CH:9]=[CH:10][CH:11]=2)[C:5]([OH:7])=[O:6])(=[O:20])=[O:19])=[CH:24][CH:23]=1, predict the reactants needed to synthesize it. The reactants are: N[C:2]1[C:3]([O:12][CH3:13])=[C:4]([CH:9]=[CH:10][CH:11]=1)[C:5]([O:7]C)=[O:6].N([O-])=O.[Na+].[S:18](=[O:20])=[O:19].[Cl:21][C:22]1[CH:29]=[CH:28][C:25]([NH:26][CH3:27])=[CH:24][CH:23]=1. (2) Given the product [ClH:27].[NH2:19][C@@H:17]1[CH2:18][C@H:16]1[C:13]1[CH:14]=[CH:15][C:10]([C:8]([NH:7][C:1]2[CH:2]=[CH:3][CH:4]=[CH:5][CH:6]=2)=[O:9])=[CH:11][CH:12]=1, predict the reactants needed to synthesize it. The reactants are: [C:1]1([NH:7][C:8]([C:10]2[CH:15]=[CH:14][C:13]([C@@H:16]3[CH2:18][C@H:17]3[NH:19]C(=O)OC(C)(C)C)=[CH:12][CH:11]=2)=[O:9])[CH:6]=[CH:5][CH:4]=[CH:3][CH:2]=1.[ClH:27].CO. (3) Given the product [Br:34][C:35]1[CH:42]=[CH:41][C:38]([C:8](=[CH2:28])[CH2:7][CH:3]2[O:2][CH2:6][CH2:5][O:4]2)=[C:37]([F:43])[CH:36]=1, predict the reactants needed to synthesize it. The reactants are: [Br-].[O:2]1[CH2:6][CH2:5][O:4][CH:3]1[CH2:7][CH2:8][P+](C1C=CC=CC=1)(C1C=CC=CC=1)C1C=CC=CC=1.[C:28](O[K])(C)(C)C.[Br:34][C:35]1[CH:42]=[CH:41][C:38](C=O)=[C:37]([F:43])[CH:36]=1.O.